This data is from Full USPTO retrosynthesis dataset with 1.9M reactions from patents (1976-2016). The task is: Predict the reactants needed to synthesize the given product. (1) Given the product [C:6]([C:7]1[CH:12]=[C:11]([O:13][CH2:14][CH2:15][CH2:16][CH2:17][CH2:18][CH2:19][CH2:20][CH3:21])[C:10]([C:22]#[CH:23])=[CH:9][C:8]=1[O:28][CH2:29][CH2:30][CH2:31][CH2:32][CH2:33][CH2:34][CH2:35][CH3:36])#[CH:5], predict the reactants needed to synthesize it. The reactants are: C[Si]([C:5]#[C:6][C:7]1[CH:12]=[C:11]([O:13][CH2:14][CH2:15][CH2:16][CH2:17][CH2:18][CH2:19][CH2:20][CH3:21])[C:10]([C:22]#[C:23][Si](C)(C)C)=[CH:9][C:8]=1[O:28][CH2:29][CH2:30][CH2:31][CH2:32][CH2:33][CH2:34][CH2:35][CH3:36])(C)C.[OH-].[Na+].O. (2) Given the product [CH:1]1([O:6][CH2:7][C:8]2[N:12]3[C:13]4[C:18]([CH:19]=[CH:20][C:11]3=[CH:10][CH:9]=2)=[CH:17][CH:16]=[CH:15][CH:14]=4)[CH2:21][CH2:5][CH2:4][CH2:3][CH2:2]1, predict the reactants needed to synthesize it. The reactants are: [CH2:1]([O:6][CH2:7][C:8]1[N:12]2[C:13]3[C:18]([CH:19]=[CH:20][C:11]2=[CH:10][CH:9]=1)=[CH:17][CH:16]=[CH:15][CH:14]=3)[CH2:2][CH2:3][CH2:4][CH3:5].[CH3:21][Si](C)(C)C#C/C=C\C1C=CC2C(=CC=CC=2)N=1.[F-].[Cs+]. (3) Given the product [CH3:1][O:2][C:3]([C:4]1([O:8][C:9]2[CH:14]=[CH:13][C:12]([N+:15]([O-:17])=[O:16])=[C:11]([F:18])[CH:10]=2)[CH2:6][CH2:5]1)=[O:19], predict the reactants needed to synthesize it. The reactants are: [CH3:1][O:2][C:3](=[O:19])[CH:4]([O:8][C:9]1[CH:14]=[CH:13][C:12]([N+:15]([O-:17])=[O:16])=[C:11]([F:18])[CH:10]=1)[CH2:5][CH2:6]Br.CC(C)([O-])C.[K+]. (4) The reactants are: [CH2:1]([N:3]1[C:7]([C:8]([O:10][CH2:11][CH3:12])=[O:9])=[CH:6][CH:5]=[N:4]1)[CH3:2].[B-](F)(F)(F)[F:14].[B-](F)(F)(F)F.C1[N+]2(CCl)CC[N+](F)(CC2)C1.C(#N)C. Given the product [CH2:1]([N:3]1[C:7]([C:8]([O:10][CH2:11][CH3:12])=[O:9])=[C:6]([F:14])[CH:5]=[N:4]1)[CH3:2], predict the reactants needed to synthesize it. (5) Given the product [C:20]([C:2]1[CH:3]=[C:4]2[C:8](=[C:9]([F:11])[CH:10]=1)[NH:7][C:6]([CH2:12][CH2:13][C:14]([O:16][CH2:17][CH3:18])=[O:15])=[CH:5]2)#[N:21], predict the reactants needed to synthesize it. The reactants are: Br[C:2]1[CH:3]=[C:4]2[C:8](=[C:9]([F:11])[CH:10]=1)[NH:7][C:6]([CH2:12][CH2:13][C:14]([O:16][CH2:17][CH3:18])=[O:15])=[CH:5]2.[Cu][C:20]#[N:21]. (6) Given the product [CH3:1][O:2][C:3]1[CH:4]=[CH:5][C:6]([N:9]2[C:13]([C:14]3[CH:15]=[CH:16][C:17]([O:20][CH3:21])=[N:18][CH:19]=3)=[CH:12][C:11]([CH:22]3[CH2:27][CH2:26][N:25]([C:32](=[O:38])[N:49]([OH:50])[CH3:48])[CH2:24][CH2:23]3)=[N:10]2)=[CH:7][CH:8]=1, predict the reactants needed to synthesize it. The reactants are: [CH3:1][O:2][C:3]1[CH:8]=[CH:7][C:6]([N:9]2[C:13]([C:14]3[CH:15]=[CH:16][C:17]([O:20][CH3:21])=[N:18][CH:19]=3)=[CH:12][C:11]([CH:22]3[CH2:27][CH2:26][NH:25][CH2:24][CH2:23]3)=[N:10]2)=[CH:5][CH:4]=1.ClC(Cl)(O[C:32](=[O:38])OC(Cl)(Cl)Cl)Cl.C(N(CC)CC)C.Cl.[CH3:48][NH:49][OH:50]. (7) Given the product [CH3:11][O:13][N:14]1[CH:15]([CH2:16][CH2:17][CH2:18][CH2:19][CH3:20])[CH2:3][C:2]([CH3:1])=[CH:4][CH2:9][CH2:8][CH2:7][CH2:6][C:5]1=[O:10], predict the reactants needed to synthesize it. The reactants are: [CH2:1]=[C:2]([CH:4]1[CH2:9][CH2:8][CH2:7][CH2:6][C:5]1=[O:10])[CH3:3].[CH2:11]([O:13][N:14]=[CH:15][CH2:16][CH2:17][CH2:18][CH2:19][CH3:20])C.Cl[Sn](Cl)(Cl)Cl. (8) Given the product [CH2:17]([O:16][C:14]([C:4]1[C:3]([CH:19]=[O:20])=[C:2]([C:26]2[CH:27]=[CH:28][C:23]([C:22]([F:33])([F:32])[F:21])=[CH:24][CH:25]=2)[N:6]([C:7]2[CH:12]=[CH:11][CH:10]=[CH:9][C:8]=2[Cl:13])[N:5]=1)=[O:15])[CH3:18], predict the reactants needed to synthesize it. The reactants are: Br[C:2]1[N:6]([C:7]2[CH:12]=[CH:11][CH:10]=[CH:9][C:8]=2[Cl:13])[N:5]=[C:4]([C:14]([O:16][CH2:17][CH3:18])=[O:15])[C:3]=1[CH:19]=[O:20].[F:21][C:22]([F:33])([F:32])[C:23]1[CH:28]=[CH:27][C:26](B(O)O)=[CH:25][CH:24]=1.[F-].[Cs+].